This data is from Full USPTO retrosynthesis dataset with 1.9M reactions from patents (1976-2016). The task is: Predict the reactants needed to synthesize the given product. (1) The reactants are: [CH3:1][C:2]1[N:6]([CH2:7][CH2:8][N:9]2[CH2:14][CH2:13][O:12][CH2:11][CH2:10]2)[C:5]2[S:15][CH:16]=[CH:17][C:4]=2[CH:3]=1.[Cl-].C([Al+]CC)C.[Cl:24][C:25]1[C:33]([Cl:34])=[CH:32][CH:31]=[CH:30][C:26]=1[C:27](Cl)=[O:28]. Given the product [Cl:24][C:25]1[C:33]([Cl:34])=[CH:32][CH:31]=[CH:30][C:26]=1[C:27]([C:3]1[C:4]2[CH:17]=[CH:16][S:15][C:5]=2[N:6]([CH2:7][CH2:8][N:9]2[CH2:10][CH2:11][O:12][CH2:13][CH2:14]2)[C:2]=1[CH3:1])=[O:28], predict the reactants needed to synthesize it. (2) Given the product [CH3:26][N:25]([CH3:27])[CH:22]1[CH2:23][CH2:24][N:19]([C:16]2[CH:17]=[CH:18][C:12]3[N:11]=[C:10]([C:8]([C:6]4[CH:5]=[CH:4][N:3]=[C:2]([N:30]5[C:31]6[CH:37]=[CH:36][CH:35]=[CH:34][C:32]=6[N:33]=[C:29]5[CH3:28])[CH:7]=4)=[O:9])[NH:14][C:13]=3[CH:15]=2)[CH2:20][CH2:21]1, predict the reactants needed to synthesize it. The reactants are: Br[C:2]1[CH:7]=[C:6]([C:8]([C:10]2[NH:14][C:13]3[CH:15]=[C:16]([N:19]4[CH2:24][CH2:23][CH:22]([N:25]([CH3:27])[CH3:26])[CH2:21][CH2:20]4)[CH:17]=[CH:18][C:12]=3[N:11]=2)=[O:9])[CH:5]=[CH:4][N:3]=1.[CH3:28][C:29]1[NH:30][C:31]2[CH:37]=[CH:36][CH:35]=[CH:34][C:32]=2[N:33]=1.CN[C@@H]1CCCC[C@H]1NC. (3) The reactants are: [Cl:1][C:2]1[CH:7]=[CH:6][C:5]([NH:8][C:9](=[O:14])[C:10]([CH3:13])([CH3:12])[CH3:11])=[CH:4][CH:3]=1.[CH2:15]([Li])[CH2:16][CH2:17][CH3:18].[OH2:20]. Given the product [Cl:1][C:2]1[CH:3]=[CH:4][C:5]([NH:8][C:9](=[O:14])[C:10]([CH3:11])([CH3:13])[CH3:12])=[C:6]([C:15]([C:16]2[C:5]([CH3:4])=[N:8][CH:9]=[CH:18][CH:17]=2)=[O:20])[CH:7]=1, predict the reactants needed to synthesize it. (4) Given the product [C:21]1([C:19](=[O:20])[CH2:15][C:12]2[CH:13]=[CH:14][N:9]=[CH:10][CH:11]=2)[C:30]2[C:25](=[CH:26][CH:27]=[CH:28][CH:29]=2)[CH:24]=[CH:23][CH:22]=1, predict the reactants needed to synthesize it. The reactants are: C([N-]C(C)C)(C)C.[Li+].[N:9]1[CH:14]=[CH:13][C:12]([CH3:15])=[CH:11][CH:10]=1.CON(C)[C:19]([C:21]1[C:30]2[C:25](=[CH:26][CH:27]=[CH:28][CH:29]=2)[CH:24]=[CH:23][CH:22]=1)=[O:20].C(=O)(O)[O-].[Na+]. (5) Given the product [CH3:1][O:2][C:3]1[CH:11]=[CH:10][CH:9]=[C:8]2[C:4]=1[CH2:5][CH:6]([C:12]([O:14][CH3:15])=[O:13])[NH:7]2, predict the reactants needed to synthesize it. The reactants are: [CH3:1][O:2][C:3]1[CH:11]=[CH:10][CH:9]=[C:8]2[C:4]=1[CH:5]=[C:6]([C:12]([O:14][CH2:15]C)=[O:13])[NH:7]2.[Mg].ClCCl.[Cl-].[NH4+]. (6) Given the product [Al+3:14].[CH2:1]([P:3](=[O:4])([O-:6])[O-:5])[CH3:2].[CH2:1]([P:3](=[O:4])([O-:6])[O-:5])[CH3:2].[CH2:1]([P:3](=[O:4])([O-:6])[O-:5])[CH3:2].[Al+3:14], predict the reactants needed to synthesize it. The reactants are: [CH2:1]([P:3](=[O:6])([OH:5])[OH:4])[CH3:2].O.O.O.O.O.O.[Cl-].[Al+3:14].[Cl-].[Cl-]. (7) Given the product [NH2:5][C@@H:9]1[CH2:13][CH2:12][N:11]([C:14]2[N:19]3[C:20]([CH2:36][OH:37])=[C:21]([CH2:23][N:24]([CH3:35])[C@@H:25]4[C:34]5[N:33]=[CH:32][CH:31]=[CH:30][C:29]=5[CH2:28][CH2:27][CH2:26]4)[N:22]=[C:18]3[CH:17]=[CH:16][CH:15]=2)[CH2:10]1, predict the reactants needed to synthesize it. The reactants are: CC([N:5]([C@@H:9]1[CH2:13][CH2:12][N:11]([C:14]2[N:19]3[C:20]([CH2:36][OH:37])=[C:21]([CH2:23][N:24]([CH3:35])[C@@H:25]4[C:34]5[N:33]=[CH:32][CH:31]=[CH:30][C:29]=5[CH2:28][CH2:27][CH2:26]4)[N:22]=[C:18]3[CH:17]=[CH:16][CH:15]=2)[CH2:10]1)C(=O)[O-])(C)C.FC(F)(F)C(O)=O.